From a dataset of Forward reaction prediction with 1.9M reactions from USPTO patents (1976-2016). Predict the product of the given reaction. (1) Given the reactants [OH-].[Na+].C([O:5][C:6]([C:8]1[C:12]2[CH2:13][CH2:14][CH:15]([CH3:16])[C:11]=2[NH:10][N:9]=1)=[O:7])C, predict the reaction product. The product is: [CH3:16][CH:15]1[C:11]2[NH:10][N:9]=[C:8]([C:6]([OH:7])=[O:5])[C:12]=2[CH2:13][CH2:14]1. (2) Given the reactants [CH3:1][O:2][C:3](=[O:12])[C:4]1[CH:9]=[CH:8][C:7]([NH2:10])=[C:6]([OH:11])[CH:5]=1.[Cl:13][C:14]1[CH:24]=[C:23]([Cl:25])[CH:22]=[CH:21][C:15]=1[O:16][CH2:17][C:18](O)=O.ClCCl.[OH-].[Na+], predict the reaction product. The product is: [CH3:1][O:2][C:3]([C:4]1[CH:9]=[CH:8][C:7]2[N:10]=[C:18]([CH2:17][O:16][C:15]3[CH:21]=[CH:22][C:23]([Cl:25])=[CH:24][C:14]=3[Cl:13])[O:11][C:6]=2[CH:5]=1)=[O:12]. (3) Given the reactants [CH:1]12[CH2:23][CH:4]([N:5]([C:7]([N:9]3[C:17]4[C:12](=[C:13](Br)[CH:14]=[C:15]([C:18]([F:21])([F:20])[F:19])[CH:16]=4)CC3)=O)[CH2:6]1)[CH2:3][O:2]2.CC1(C)C(C)(C)OB(C2[O:36][C:35]([Si](C(C)C)(C(C)C)C(C)C)=[N:34]C=2)O1.C(=O)([O-])[O-].[K+].[K+].COCCOC, predict the reaction product. The product is: [O:36]1[C:12]([C:17]2[N:9]=[C:7]([N:5]3[CH2:6][C@@H:1]4[CH2:23][C@H:4]3[CH2:3][O:2]4)[CH:14]=[C:15]([C:18]([F:19])([F:20])[F:21])[CH:16]=2)=[CH:13][N:34]=[CH:35]1. (4) The product is: [CH2:2]1[CH2:1][O:6][CH2:4][CH2:3]1.[CH2:7]([N:9]([CH2:12][CH3:13])[CH2:10][CH3:11])[CH3:8]. Given the reactants [CH2:1]([OH:6])[CH2:2][CH2:3][CH2:4]O.[CH2:7]([N:9]([CH2:12][CH3:13])[CH2:10][CH3:11])[CH3:8].BrC(C)(C)C(Br)=O, predict the reaction product. (5) Given the reactants [Cl:1][C:2]1[CH:11]=[C:10]2[C:5]([C:6](=[O:29])[C:7]([CH2:18][NH:19][C:20]([NH:22][CH:23]3[CH2:28][CH2:27][NH:26][CH2:25][CH2:24]3)=[O:21])=[CH:8][N:9]2[C:12]2[CH:17]=[CH:16][CH:15]=[CH:14][CH:13]=2)=[CH:4][CH:3]=1.[CH3:30][S:31](Cl)(=[O:33])=[O:32], predict the reaction product. The product is: [Cl:1][C:2]1[CH:11]=[C:10]2[C:5]([C:6](=[O:29])[C:7]([CH2:18][NH:19][C:20]([NH:22][CH:23]3[CH2:28][CH2:27][N:26]([S:31]([CH3:30])(=[O:33])=[O:32])[CH2:25][CH2:24]3)=[O:21])=[CH:8][N:9]2[C:12]2[CH:13]=[CH:14][CH:15]=[CH:16][CH:17]=2)=[CH:4][CH:3]=1. (6) The product is: [O:1]=[C:2]1[CH2:8][CH2:7][O:6][C@H:5]([C:9]([O:11][CH3:12])=[O:10])[CH2:4][N:3]1[C:13]([O:15][C:16]([CH3:19])([CH3:18])[CH3:17])=[O:14]. Given the reactants [O:1]=[C:2]1[CH2:8][CH2:7][O:6][C@H:5]([C:9]([O:11][CH3:12])=[O:10])[CH2:4][NH:3]1.[C:13](O[C:13]([O:15][C:16]([CH3:19])([CH3:18])[CH3:17])=[O:14])([O:15][C:16]([CH3:19])([CH3:18])[CH3:17])=[O:14], predict the reaction product. (7) Given the reactants C(O[CH:4]=[CH:5][C:6](O)([C:10]([F:13])([F:12])[F:11])[CH2:7][C:8]#[N:9])C.[NH3:15], predict the reaction product. The product is: [NH2:15][C:4]1[CH:5]=[C:6]([C:10]([F:13])([F:12])[F:11])[CH:7]=[CH:8][N:9]=1. (8) Given the reactants [C:1]([O:5][C:6](=[O:37])[NH:7][CH2:8][C@H:9]([C:30]1[CH:35]=[CH:34][C:33]([NH2:36])=[CH:32][CH:31]=1)[NH:10][C:11]([C:13]1[S:29][C:16]2=[N:17][C:18]3[CH2:19][CH2:20][C@@H:21]([C:25]([CH3:28])([CH3:27])[CH3:26])[CH2:22][C:23]=3[CH:24]=[C:15]2[CH:14]=1)=[O:12])([CH3:4])([CH3:3])[CH3:2].CCN(CC)CC.[O:45]1[CH:49]=[CH:48][CH:47]=[C:46]1[C:50](Cl)=[O:51].CO, predict the reaction product. The product is: [C:1]([O:5][C:6](=[O:37])[NH:7][CH2:8][C@@H:9]([NH:10][C:11]([C:13]1[S:29][C:16]2=[N:17][C:18]3[CH2:19][CH2:20][C@@H:21]([C:25]([CH3:28])([CH3:27])[CH3:26])[CH2:22][C:23]=3[CH:24]=[C:15]2[CH:14]=1)=[O:12])[C:30]1[CH:31]=[CH:32][C:33]([NH:36][C:50]([C:46]2[O:45][CH:49]=[CH:48][CH:47]=2)=[O:51])=[CH:34][CH:35]=1)([CH3:2])([CH3:3])[CH3:4]. (9) Given the reactants C(O[C:4](=[O:40])[CH2:5][NH:6][C:7]([NH:9][C:10]1[CH:19]=[C:18]([C:20]2[C:29]3[C:24](=[CH:25][C:26]([O:35][CH2:36][CH3:37])=[C:27]4[O:32][C:31]([CH3:34])([CH3:33])[CH2:30][C:28]4=3)[CH2:23][C:22]([CH3:39])([CH3:38])[N:21]=2)[CH:17]=[CH:16][C:11]=1[C:12]([O:14][CH3:15])=[O:13])=[O:8])C.S(=O)(=O)(O)O, predict the reaction product. The product is: [O:8]=[C:7]1[NH:6][CH2:5][C:4](=[O:40])[N:9]1[C:10]1[CH:19]=[C:18]([C:20]2[C:29]3[C:24](=[CH:25][C:26]([O:35][CH2:36][CH3:37])=[C:27]4[O:32][C:31]([CH3:34])([CH3:33])[CH2:30][C:28]4=3)[CH2:23][C:22]([CH3:38])([CH3:39])[N:21]=2)[CH:17]=[CH:16][C:11]=1[C:12]([O:14][CH3:15])=[O:13]. (10) The product is: [CH2:2]([NH:4][C:23]([C:10]1([CH2:9][CH2:8][CH2:7][CH2:6][Br:5])[C:22]2[CH:21]=[CH:20][CH:19]=[CH:18][C:17]=2[C:16]2[C:11]1=[CH:12][CH:13]=[CH:14][CH:15]=2)=[O:24])[CH3:3]. Given the reactants Cl.[CH2:2]([NH2:4])[CH3:3].[Br:5][CH2:6][CH2:7][CH2:8][CH2:9][C:10]1([C:23](Cl)=[O:24])[C:22]2[CH:21]=[CH:20][CH:19]=[CH:18][C:17]=2[C:16]2[C:11]1=[CH:12][CH:13]=[CH:14][CH:15]=2, predict the reaction product.